Dataset: NCI-60 drug combinations with 297,098 pairs across 59 cell lines. Task: Regression. Given two drug SMILES strings and cell line genomic features, predict the synergy score measuring deviation from expected non-interaction effect. (1) Drug 1: CC1C(C(CC(O1)OC2CC(OC(C2O)C)OC3=CC4=CC5=C(C(=O)C(C(C5)C(C(=O)C(C(C)O)O)OC)OC6CC(C(C(O6)C)O)OC7CC(C(C(O7)C)O)OC8CC(C(C(O8)C)O)(C)O)C(=C4C(=C3C)O)O)O)O. Drug 2: CC(C)(C#N)C1=CC(=CC(=C1)CN2C=NC=N2)C(C)(C)C#N. Cell line: PC-3. Synergy scores: CSS=36.1, Synergy_ZIP=7.91, Synergy_Bliss=1.10, Synergy_Loewe=0.717, Synergy_HSA=-1.47. (2) Drug 1: C1=CC(=CC=C1CCCC(=O)O)N(CCCl)CCCl. Drug 2: CC1=C(C=C(C=C1)C(=O)NC2=CC(=CC(=C2)C(F)(F)F)N3C=C(N=C3)C)NC4=NC=CC(=N4)C5=CN=CC=C5. Cell line: KM12. Synergy scores: CSS=22.1, Synergy_ZIP=-6.73, Synergy_Bliss=-5.71, Synergy_Loewe=-7.13, Synergy_HSA=-0.339. (3) Cell line: NCI-H322M. Drug 1: CC(C1=C(C=CC(=C1Cl)F)Cl)OC2=C(N=CC(=C2)C3=CN(N=C3)C4CCNCC4)N. Drug 2: C1=NC2=C(N=C(N=C2N1C3C(C(C(O3)CO)O)O)F)N. Synergy scores: CSS=-8.01, Synergy_ZIP=2.32, Synergy_Bliss=-3.84, Synergy_Loewe=-7.94, Synergy_HSA=-7.44. (4) Drug 1: C1CCC(C1)C(CC#N)N2C=C(C=N2)C3=C4C=CNC4=NC=N3. Drug 2: C(CC(=O)O)C(=O)CN.Cl. Cell line: HCT116. Synergy scores: CSS=-6.48, Synergy_ZIP=-0.998, Synergy_Bliss=-7.23, Synergy_Loewe=-9.00, Synergy_HSA=-9.05. (5) Cell line: HCT-15. Synergy scores: CSS=17.6, Synergy_ZIP=4.07, Synergy_Bliss=2.27, Synergy_Loewe=-1.98, Synergy_HSA=-1.99. Drug 2: COC1=C2C(=CC3=C1OC=C3)C=CC(=O)O2. Drug 1: C1=CC(=CC=C1CC(C(=O)O)N)N(CCCl)CCCl.Cl.